Dataset: Reaction yield outcomes from USPTO patents with 853,638 reactions. Task: Predict the reaction yield, written as a fraction of the theoretical maximum amount of product (1.0 means a 100% yield; for example, 0.34 means a 34% yield). The reactants are [Cl:1][C:2]1[CH:12]=[C:11]([Cl:13])[CH:10]=[CH:9][C:3]=1[O:4][CH2:5][C:6]([OH:8])=O.C[O:15]C(=O)C1C=C(N)C=NC=1.[CH3:25][CH2:26][N:27]([CH:31]([CH3:33])C)[CH:28]([CH3:30])C.C(Cl)CCl.[CH:38]1[CH:39]=[CH:40][C:41]2N(O)N=[N:44][C:42]=2[CH:43]=1.[CH3:48][N:49]([CH:51]=[O:52])C. No catalyst specified. The product is [Cl:1][C:2]1[CH:12]=[C:11]([Cl:13])[CH:10]=[CH:9][C:3]=1[O:4][CH2:5][C:6]([NH:44][C:42]1[CH:41]=[C:40]([CH:39]=[CH:38][CH:43]=1)[C:51]([NH:49][CH2:48][CH2:33][CH2:31][N:27]1[CH2:26][CH2:25][O:15][CH2:30][CH2:28]1)=[O:52])=[O:8]. The yield is 0.600.